Dataset: Catalyst prediction with 721,799 reactions and 888 catalyst types from USPTO. Task: Predict which catalyst facilitates the given reaction. (1) Reactant: [N:1]12[CH2:8][CH2:7][CH:4]([CH2:5][CH2:6]1)[CH:3]([O:9][C:10]1[N:15]=[N:14][C:13]([C:16]3[CH:17]=[C:18]4[C:22](=[CH:23][CH:24]=3)[NH:21][CH:20]=[CH:19]4)=[CH:12][CH:11]=1)[CH2:2]2.[C:25]([OH:32])(=[O:31])/[CH:26]=[CH:27]/[C:28]([OH:30])=[O:29]. Product: [C:25]([OH:32])(=[O:31])/[CH:26]=[CH:27]/[C:28]([OH:30])=[O:29].[N:1]12[CH2:8][CH2:7][CH:4]([CH2:5][CH2:6]1)[CH:3]([O:9][C:10]1[N:15]=[N:14][C:13]([C:16]3[CH:17]=[C:18]4[C:22](=[CH:23][CH:24]=3)[NH:21][CH:20]=[CH:19]4)=[CH:12][CH:11]=1)[CH2:2]2.[N:1]12[CH2:8][CH2:7][CH:4]([CH2:5][CH2:6]1)[CH:3]([O:9][C:10]1[N:15]=[N:14][C:13]([C:16]3[CH:17]=[C:18]4[C:22](=[CH:23][CH:24]=3)[NH:21][CH:20]=[CH:19]4)=[CH:12][CH:11]=1)[CH2:2]2. The catalyst class is: 871. (2) Reactant: [F:1][C:2]1([F:33])[CH2:7][CH2:6][CH:5]([CH2:8][C:9]2[N:13]3[C:14]([CH:27]=O)=[CH:15][C:16]([C:18]([NH:20][CH:21]4[CH2:26][CH2:25][O:24][CH2:23][CH2:22]4)=[O:19])=[CH:17][C:12]3=[N:11][C:10]=2[C:29]([F:32])([F:31])[F:30])[CH2:4][CH2:3]1.[C:34](=O)([O-])[O-].[K+].[K+].[N+](=C(P(=O)(OC)OC)C(=O)C)=[N-].C(=O)([O-])O.[Na+]. Product: [F:33][C:2]1([F:1])[CH2:7][CH2:6][CH:5]([CH2:8][C:9]2[N:13]3[C:14]([C:27]#[CH:34])=[CH:15][C:16]([C:18]([NH:20][CH:21]4[CH2:26][CH2:25][O:24][CH2:23][CH2:22]4)=[O:19])=[CH:17][C:12]3=[N:11][C:10]=2[C:29]([F:32])([F:31])[F:30])[CH2:4][CH2:3]1. The catalyst class is: 5. (3) Reactant: C1(C)C=CC(S(O)(=O)=O)=CC=1.[NH2:12][CH:13]([C:16]#[N:17])[C:14]#[N:15].[CH:18](=[N:22][OH:23])[C:19]([CH3:21])=O. Product: [NH2:15][C:14]1[C:13]([C:16]#[N:17])=[N:12][C:19]([CH3:21])=[CH:18][N+:22]=1[O-:23]. The catalyst class is: 41. (4) Reactant: [NH2:1][C:2]1[CH:7]=[CH:6][CH:5]=[CH:4][C:3]=1[NH:8][C:9]([NH:11][C:12]1[CH:40]=[CH:39][C:15]([CH2:16][C@H:17]([N:20]([CH2:28][C@H:29]([OH:38])[CH2:30][O:31][C:32]2[CH:37]=[CH:36][CH:35]=[CH:34][CH:33]=2)C(=O)OC(C)(C)C)[CH2:18][OH:19])=[CH:14][CH:13]=1)=[O:10].N1C=CC=CC=1.[CH3:47][S:48](Cl)(=[O:50])=[O:49].[F:52][C:53]([F:58])([F:57])[C:54]([OH:56])=[O:55]. Product: [F:52][C:53]([F:58])([F:57])[C:54]([OH:56])=[O:55].[OH:19][CH2:18][C@@H:17]([NH:20][CH2:28][C@H:29]([OH:38])[CH2:30][O:31][C:32]1[CH:37]=[CH:36][CH:35]=[CH:34][CH:33]=1)[CH2:16][C:15]1[CH:39]=[CH:40][C:12]([NH:11][C:9]([NH:8][C:3]2[CH:4]=[CH:5][CH:6]=[CH:7][C:2]=2[NH:1][S:48]([CH3:47])(=[O:50])=[O:49])=[O:10])=[CH:13][CH:14]=1. The catalyst class is: 26. (5) Reactant: [Cl:1][CH2:2][C:3](=[O:13])[C@H:4]([O:6][C:7](=[O:12])[C:8]([CH3:11])([CH3:10])[CH3:9])[CH3:5].[F:14][C:15]1[CH:20]=[C:19]([F:21])[CH:18]=[CH:17][C:16]=1[Mg]Br.[Cl-].[NH4+].O. Product: [Cl:1][CH2:2][C:3]([C:18]1[CH:17]=[CH:16][C:15]([F:14])=[CH:20][C:19]=1[F:21])([OH:13])[CH:4]([O:6][C:7](=[O:12])[C:8]([CH3:9])([CH3:11])[CH3:10])[CH3:5]. The catalyst class is: 577. (6) Reactant: [NH2:1][C:2]1[N:7]=[C:6]([C:8]2[CH:13]=[CH:12][CH:11]=[CH:10][CH:9]=2)[C:5]([C:14]#[N:15])=[CH:4][N:3]=1.[OH-].[NH4+]. Product: [NH2:15][CH2:14][C:5]1[C:6]([C:8]2[CH:9]=[CH:10][CH:11]=[CH:12][CH:13]=2)=[N:7][C:2]([NH2:1])=[N:3][CH:4]=1. The catalyst class is: 446. (7) Reactant: [C:1]([N:4]1[C:13]2[C:8](=[CH:9][C:10]([N:14]3[CH2:19][CH2:18][N:17](C(OC(C)(C)C)=O)[CH2:16][CH2:15]3)=[CH:11][CH:12]=2)[C@H:7]([NH2:27])[C@@H:6]([CH3:28])[C@@H:5]1[CH3:29])(=[O:3])[CH3:2].Cl[C:31]1[N:32]=[CH:33][C:34]([C:37]#[N:38])=[N:35][CH:36]=1.CCN(C(C)C)C(C)C. Product: [C:1]([N:4]1[C:13]2[C:8](=[CH:9][C:10]([N:14]3[CH2:19][CH2:18][NH:17][CH2:16][CH2:15]3)=[CH:11][CH:12]=2)[C@H:7]([NH:27][C:31]2[N:32]=[CH:33][C:34]([C:37]#[N:38])=[N:35][CH:36]=2)[C@@H:6]([CH3:28])[C@@H:5]1[CH3:29])(=[O:3])[CH3:2]. The catalyst class is: 37.